The task is: Predict the product of the given reaction.. This data is from Forward reaction prediction with 1.9M reactions from USPTO patents (1976-2016). (1) Given the reactants [NH2:1][CH2:2][C@H:3]1[N:8]([C:9]([C:11]2[N:12]=[C:13]([CH3:23])[S:14][C:15]=2[C:16]2[CH:17]=[C:18]([CH3:22])[CH:19]=[CH:20][CH:21]=2)=[O:10])[CH2:7][C@@H:6]2[C@H:4]1[CH2:5]2.[N:24]1[C:33]2[C:28](=[CH:29][CH:30]=[CH:31][CH:32]=2)[N:27]=[CH:26][C:25]=1[C:34](O)=[O:35], predict the reaction product. The product is: [CH3:23][C:13]1[S:14][C:15]([C:16]2[CH:17]=[C:18]([CH3:22])[CH:19]=[CH:20][CH:21]=2)=[C:11]([C:9]([N:8]2[CH2:7][C@@H:6]3[C@@H:4]([CH2:5]3)[C@H:3]2[CH2:2][NH:1][C:34]([C:25]2[CH:26]=[N:27][C:28]3[C:33](=[CH:32][CH:31]=[CH:30][CH:29]=3)[N:24]=2)=[O:35])=[O:10])[N:12]=1. (2) Given the reactants [F:1][C:2]([F:32])([F:31])[C:3]1[CH:4]=[N:5][C:6]2[CH2:7][CH2:8][N:9]([C:13]([C@:15]34[CH2:22][C@H:21]([NH:23]C(=O)OC(C)(C)C)[CH2:20][C@H:16]3[O:17][CH2:18][CH2:19]4)=[O:14])[CH2:10][C:11]=2[CH:12]=1.C(O)(C(F)(F)F)=O, predict the reaction product. The product is: [NH2:23][C@@H:21]1[CH2:20][C@H:16]2[O:17][CH2:18][CH2:19][C@@:15]2([C:13]([N:9]2[CH2:8][CH2:7][C:6]3[N:5]=[CH:4][C:3]([C:2]([F:32])([F:31])[F:1])=[CH:12][C:11]=3[CH2:10]2)=[O:14])[CH2:22]1. (3) Given the reactants C[N:2]([CH3:9])[C:3]1[CH:8]=[CH:7]C=CC=1.[CH3:10][S:11][C:12]1[C:20]2C(=O)[NH:18][C:17](=O)[NH:16][C:15]=2[NH:14][N:13]=1.P(Cl)(Cl)([Cl:25])=O, predict the reaction product. The product is: [Cl:25][C:17]1[N:16]=[C:15]2[NH:14][N:13]=[C:12]([S:11][CH3:10])[C:20]2=[C:9]([NH:2][CH:3]2[CH2:8][CH2:7]2)[N:18]=1. (4) The product is: [ClH:1].[ClH:38].[Cl:1][C:2]1[CH:3]=[C:4]([CH:8]([C:16]2([OH:22])[CH2:17][CH2:18][CH2:19][CH2:20][CH2:21]2)[CH2:9][N:10]2[CH2:15][CH2:14][N:13]([CH2:33][C:32]3[CH:35]=[CH:36][CH:37]=[C:30]([O:23][C:24]4[CH:29]=[CH:28][CH:27]=[CH:26][CH:25]=4)[CH:31]=3)[CH2:12][CH2:11]2)[CH:5]=[CH:6][CH:7]=1. Given the reactants [Cl:1][C:2]1[CH:3]=[C:4]([CH:8]([C:16]2([OH:22])[CH2:21][CH2:20][CH2:19][CH2:18][CH2:17]2)[CH2:9][N:10]2[CH2:15][CH2:14][NH:13][CH2:12][CH2:11]2)[CH:5]=[CH:6][CH:7]=1.[O:23]([C:30]1[CH:31]=[C:32]([CH:35]=[CH:36][CH:37]=1)[CH:33]=O)[C:24]1[CH:29]=[CH:28][CH:27]=[CH:26][CH:25]=1.[ClH:38], predict the reaction product. (5) Given the reactants [F:1][C:2]1[CH:7]=[CH:6][C:5]([F:8])=[CH:4][C:3]=1[C:9]1[N:17]=[C:12]2[CH:13]=[N:14][NH:15][CH:16]=[C:11]2[N:10]=1.[F:18][C:19]([F:38])([F:37])[C:20]1[CH:25]=[C:24]([C:26]([F:29])([F:28])[F:27])[CH:23]=[CH:22][C:21]=1[C:30]1[CH:34]=[C:33]([CH2:35]Cl)[O:32][N:31]=1, predict the reaction product. The product is: [F:38][C:19]([F:18])([F:37])[C:20]1[CH:25]=[C:24]([C:26]([F:29])([F:27])[F:28])[CH:23]=[CH:22][C:21]=1[C:30]1[CH:34]=[C:33]([CH2:35][N:14]2[CH:13]=[C:12]3[N:17]=[C:9]([C:3]4[CH:4]=[C:5]([F:8])[CH:6]=[CH:7][C:2]=4[F:1])[N:10]=[C:11]3[CH:16]=[N:15]2)[O:32][N:31]=1. (6) Given the reactants [F:1][C:2]1[CH:7]=[CH:6][C:5]([C@@H:8]2[CH2:17][CH2:16][CH2:15][C@H:14]3[N:9]2[C:10](=[O:19])[CH:11](I)[CH2:12][CH2:13]3)=[CH:4][CH:3]=1.[P:20]([O:27]CC)([O:24][CH2:25][CH3:26])[O:21][CH2:22][CH3:23], predict the reaction product. The product is: [F:1][C:2]1[CH:7]=[CH:6][C:5]([C@@H:8]2[CH2:17][CH2:16][CH2:15][C@H:14]3[N:9]2[C:10](=[O:19])[CH:11]([P:20](=[O:27])([O:24][CH2:25][CH3:26])[O:21][CH2:22][CH3:23])[CH2:12][CH2:13]3)=[CH:4][CH:3]=1.